Predict the product of the given reaction. From a dataset of Forward reaction prediction with 1.9M reactions from USPTO patents (1976-2016). (1) Given the reactants Cl[C:2]1[C:11]2[N:12]=[C:13]([CH3:15])[O:14][C:10]=2[C:9]2[CH:8]=[C:7]([Cl:16])[CH:6]=[CH:5][C:4]=2[N:3]=1.[CH3:17][N:18]1[CH2:23][CH2:22][NH:21][CH2:20][CH2:19]1.CCN(CC)CC, predict the reaction product. The product is: [Cl:16][C:7]1[CH:6]=[CH:5][C:4]2[N:3]=[C:2]([N:21]3[CH2:22][CH2:23][N:18]([CH3:17])[CH2:19][CH2:20]3)[C:11]3[N:12]=[C:13]([CH3:15])[O:14][C:10]=3[C:9]=2[CH:8]=1. (2) Given the reactants [Cl:1][C:2]1[CH:7]=[CH:6][CH:5]=[C:4]([N:8]=[C:9]=[O:10])[CH:3]=1.[NH:11]([C:13](=[O:20])[CH2:14][C:15]([O:17][CH2:18][CH3:19])=[O:16])[NH2:12], predict the reaction product. The product is: [Cl:1][C:2]1[CH:3]=[C:4]([NH:8][C:9]([NH:12][NH:11][C:13](=[O:20])[CH2:14][C:15]([O:17][CH2:18][CH3:19])=[O:16])=[O:10])[CH:5]=[CH:6][CH:7]=1. (3) Given the reactants [CH2:1]([N:8]1[C:13](=[O:14])[C:12]([CH3:15])=[C:11]2[S:16][CH:17]=[CH:18][N:10]2[C:9]1=[O:19])[C:2]1[CH:7]=[CH:6][CH:5]=[CH:4][CH:3]=1.C[Si](C)(C)N[Si](C)(C)C.[Li].[CH:30](=[O:39])/[CH:31]=[CH:32]/[C:33]1[CH:38]=[CH:37][CH:36]=[CH:35][CH:34]=1.[Cl-].[NH4+], predict the reaction product. The product is: [CH2:1]([N:8]1[C:13](=[O:14])[C:12]([CH3:15])=[C:11]2[S:16][C:17]([CH:30]([OH:39])[CH:31]=[CH:32][C:33]3[CH:38]=[CH:37][CH:36]=[CH:35][CH:34]=3)=[CH:18][N:10]2[C:9]1=[O:19])[C:2]1[CH:3]=[CH:4][CH:5]=[CH:6][CH:7]=1. (4) Given the reactants [F:1][C:2]1([F:31])[CH2:7][CH2:6][N:5]([CH2:8][C:9]2[CH:10]=[C:11]([N:15](C(OC(C)(C)C)=O)[NH:16]C(OC(C)(C)C)=O)[CH:12]=[CH:13][CH:14]=2)[CH2:4][CH2:3]1.[C:32]([CH2:38][C:39]#[N:40])(=O)[C:33]([CH3:36])([CH3:35])[CH3:34].Cl.C([O-])(O)=O.[Na+], predict the reaction product. The product is: [C:33]([C:32]1[CH:38]=[C:39]([NH2:40])[N:15]([C:11]2[CH:12]=[CH:13][CH:14]=[C:9]([CH2:8][N:5]3[CH2:4][CH2:3][C:2]([F:31])([F:1])[CH2:7][CH2:6]3)[CH:10]=2)[N:16]=1)([CH3:36])([CH3:35])[CH3:34]. (5) Given the reactants [CH3:1][O:2][C:3]1[CH:8]=[CH:7][C:6]([C:9](=[O:11])[CH3:10])=[CH:5][CH:4]=1.C(=O)(O)[O-].[Na+], predict the reaction product. The product is: [CH3:1][O:2][C:3]1[CH:8]=[CH:7][C:6]([CH:9]([OH:11])[CH3:10])=[CH:5][CH:4]=1. (6) Given the reactants [F:1][C:2]([F:15])([F:14])[C@@H:3]([NH:5][CH2:6][C:7]1[CH:12]=[CH:11][C:10]([F:13])=[CH:9][CH:8]=1)[CH3:4].[Br:16][CH2:17][C:18](Br)=[O:19], predict the reaction product. The product is: [Br:16][CH2:17][C:18]([N:5]([CH2:6][C:7]1[CH:12]=[CH:11][C:10]([F:13])=[CH:9][CH:8]=1)[C@@H:3]([CH3:4])[C:2]([F:1])([F:14])[F:15])=[O:19].